This data is from Forward reaction prediction with 1.9M reactions from USPTO patents (1976-2016). The task is: Predict the product of the given reaction. (1) Given the reactants [CH2:1]([O:3][C:4]([CH:6]=[N:7][NH:8][C:9]1[N:10]=[N:11][C:12]([Cl:15])=[CH:13][CH:14]=1)=[O:5])[CH3:2].C([O-])(=O)C.[Na+].[Br:21]Br, predict the reaction product. The product is: [Br:21][C:6](=[N:7][NH:8][C:9]1[N:10]=[N:11][C:12]([Cl:15])=[CH:13][CH:14]=1)[C:4]([O:3][CH2:1][CH3:2])=[O:5]. (2) The product is: [CH2:7]([O:6][C:4]([C:3]1[N:17]=[C:14]2[CH:13]=[CH:12][C:11]([I:10])=[CH:16][N:15]2[CH:2]=1)=[O:5])[CH3:8]. Given the reactants Br[CH2:2][C:3](=O)[C:4]([O:6][CH2:7][CH3:8])=[O:5].[I:10][C:11]1[CH:12]=[CH:13][C:14]([NH2:17])=[N:15][CH:16]=1, predict the reaction product.